Dataset: Skin sensitization/reaction prediction data. Task: Regression/Classification. Given a drug SMILES string, predict its toxicity properties. Task type varies by dataset: regression for continuous values (e.g., LD50, hERG inhibition percentage) or binary classification for toxic/non-toxic outcomes (e.g., AMES mutagenicity, cardiotoxicity, hepatotoxicity). Dataset: skin_reaction. (1) The molecule is CC=CC(=O)Oc1c(C(C)CCCCCC)cc([N+](=O)[O-])cc1[N+](=O)[O-]. The result is 1 (causes skin reaction). (2) The compound is CCCCCCCCCCCCCCCCCBr. The result is 1 (causes skin reaction).